This data is from Catalyst prediction with 721,799 reactions and 888 catalyst types from USPTO. The task is: Predict which catalyst facilitates the given reaction. (1) Reactant: [F:1][C:2]1[C:3]([NH:18][C@@H:19]2[CH2:24][CH2:23][CH2:22][N:21]([C:25](=[O:28])[CH:26]=[CH2:27])[CH2:20]2)=[N:4][C:5]([NH:8][C:9]2[CH:10]=[C:11]3[C:15](=[CH:16][CH:17]=2)[CH2:14][NH:13][CH2:12]3)=[N:6][CH:7]=1.O=[C:30]1[CH2:35][CH2:34][N:33]([C:36]([O:38][C:39]([CH3:42])([CH3:41])[CH3:40])=[O:37])[CH2:32][CH2:31]1.[BH3-]C#N.[Na+]. Product: [C:25]([N:21]1[CH2:22][CH2:23][CH2:24][C@@H:19]([NH:18][C:3]2[C:2]([F:1])=[CH:7][N:6]=[C:5]([NH:8][C:9]3[CH:10]=[C:11]4[C:15](=[CH:16][CH:17]=3)[CH2:14][N:13]([CH:30]3[CH2:35][CH2:34][N:33]([C:36]([O:38][C:39]([CH3:42])([CH3:41])[CH3:40])=[O:37])[CH2:32][CH2:31]3)[CH2:12]4)[N:4]=2)[CH2:20]1)(=[O:28])[CH:26]=[CH2:27]. The catalyst class is: 5. (2) Reactant: [CH2:1]([N:3]=[C:4]=[O:5])[CH3:2].[CH2:6]([C:8]1[CH:13]=[C:12]([CH2:14][N:15]2C=CN=C2C)[CH:11]=[CH:10][C:9]=1[N:21]([CH3:32])[C:22]1[N:27]=[CH:26][C:25]2[N:28]=[CH:29][N:30]([CH3:31])[C:24]=2[CH:23]=1)[CH3:7].C(N(CC)CC)C. Product: [CH2:1]([NH:3][C:4]([NH:15][CH2:14][C:12]1[CH:11]=[CH:10][C:9]([N:21]([CH3:32])[C:22]2[N:27]=[CH:26][C:25]3[N:28]=[CH:29][N:30]([CH3:31])[C:24]=3[CH:23]=2)=[C:8]([CH2:6][CH3:7])[CH:13]=1)=[O:5])[CH3:2]. The catalyst class is: 2. (3) Product: [Cl:1][C:2]1[C:6]([Cl:7])=[C:5]([CH3:8])[NH:4][C:3]=1[C:9]([NH:11][C@@H:12]1[CH2:17][CH2:16][NH:15][CH2:14][C@@H:13]1[O:23][CH2:24][CH2:25][CH3:26])=[O:10]. The catalyst class is: 196. Reactant: [Cl:1][C:2]1[C:6]([Cl:7])=[C:5]([CH3:8])[NH:4][C:3]=1[C:9]([NH:11][C@@H:12]1[CH2:17][CH2:16][N:15](C(OCC)=O)[CH2:14][C@@H:13]1[O:23][CH2:24][CH2:25][CH3:26])=[O:10].[OH-].[K+].O.NN.O. (4) Reactant: [CH2:1]([O:8][C:9]1[CH:14]=[CH:13][C:12]([OH:15])=[CH:11][C:10]=1[Br:16])[C:2]1[CH:7]=[CH:6][CH:5]=[CH:4][CH:3]=1.[Mg+2].[Cl-].[Cl-].[CH2:20]=[O:21].[Cl-].[NH4+]. Product: [CH2:1]([O:8][C:9]1[C:10]([Br:16])=[CH:11][C:12]([OH:15])=[C:13]([CH:14]=1)[CH:20]=[O:21])[C:2]1[CH:3]=[CH:4][CH:5]=[CH:6][CH:7]=1. The catalyst class is: 10.